This data is from Reaction yield outcomes from USPTO patents with 853,638 reactions. The task is: Predict the reaction yield, written as a fraction of the theoretical maximum amount of product (1.0 means a 100% yield; for example, 0.34 means a 34% yield). The reactants are [CH2:22]([O:21][C:18]1C=CC(C(C2C=[CH:19][C:18]([O:21][CH2:22][CH:23]=CC)=CC=2)(C)C)=C[CH:19]=1)[CH:23]=CC.ClCCCl.[CH3:30][C:31]([C:40]1[CH:41]=[CH:42][C:43]([OH:46])=[CH:44][CH:45]=1)([C:33]1[CH:34]=[CH:35][C:36]([OH:39])=[CH:37][CH:38]=1)[CH3:32].ClC1C=C(C=CC=1)C(OO)=O.CC(C1[CH:66]=[CH:65][C:64]([OH:67])=[CH:63]C=1)(C1C=[CH:63][C:64]([OH:67])=[CH:65][CH:66]=1)C. The catalyst is ClCCl. The product is [O:21]1[CH:18]([CH3:19])[CH:22]1[CH2:23][O:46][C:43]1[CH:44]=[CH:45][C:40]([C:31]([C:33]2[CH:34]=[CH:35][C:36]([O:39][CH2:63][CH:64]3[O:67][CH:65]3[CH3:66])=[CH:37][CH:38]=2)([CH3:30])[CH3:32])=[CH:41][CH:42]=1. The yield is 0.870.